Dataset: Catalyst prediction with 721,799 reactions and 888 catalyst types from USPTO. Task: Predict which catalyst facilitates the given reaction. (1) Reactant: C(O)(C(F)(F)F)=O.C(OC(=O)[NH:14][S:15]([C:18]1([CH2:21][O:22][CH2:23][CH2:24][O:25][CH3:26])[CH2:20][CH2:19]1)(=[O:17])=[O:16])(C)(C)C. Product: [CH3:26][O:25][CH2:24][CH2:23][O:22][CH2:21][C:18]1([S:15]([NH2:14])(=[O:17])=[O:16])[CH2:20][CH2:19]1. The catalyst class is: 4. (2) Reactant: [F:1][C:2]([F:12])([F:11])[C:3]1[CH:4]=[C:5]([CH:8]=[CH:9][CH:10]=1)[CH2:6]Br.[B:13]1([B:13]2[O:17][C:16]([CH3:19])([CH3:18])[C:15]([CH3:21])([CH3:20])[O:14]2)[O:17][C:16]([CH3:19])([CH3:18])[C:15]([CH3:21])([CH3:20])[O:14]1.C(=O)([O-])[O-].[K+].[K+]. The catalyst class is: 755. Product: [F:1][C:2]([F:12])([F:11])[C:3]1[CH:4]=[C:5]([CH:8]=[CH:9][CH:10]=1)[CH2:6][B:13]1[O:17][C:16]([CH3:19])([CH3:18])[C:15]([CH3:21])([CH3:20])[O:14]1. (3) The catalyst class is: 4. Product: [CH2:1]([O:5][CH2:6][CH2:7][O:8][C:9]1[CH:10]=[CH:11][C:12]([C:15]2[CH:16]=[CH:17][C:18]3[N:24]([C:25](=[O:30])[C:26]([F:28])([F:29])[F:27])[CH2:23][CH2:22][C:21]([C:31]([NH:33][C:34]4[CH:39]=[CH:38][C:37]([CH:40]([OH:48])[C:41]5[CH:46]=[C:45]([CH3:47])[CH:44]=[CH:43][N+:42]=5[O-:60])=[C:36]([O:49][CH3:50])[CH:35]=4)=[O:32])=[CH:20][C:19]=3[CH:51]=2)=[CH:13][CH:14]=1)[CH2:2][CH2:3][CH3:4]. Reactant: [CH2:1]([O:5][CH2:6][CH2:7][O:8][C:9]1[CH:14]=[CH:13][C:12]([C:15]2[CH:16]=[CH:17][C:18]3[N:24]([C:25](=[O:30])[C:26]([F:29])([F:28])[F:27])[CH2:23][CH2:22][C:21]([C:31]([NH:33][C:34]4[CH:39]=[CH:38][C:37]([CH:40]([OH:48])[C:41]5[CH:46]=[C:45]([CH3:47])[CH:44]=[CH:43][N:42]=5)=[C:36]([O:49][CH3:50])[CH:35]=4)=[O:32])=[CH:20][C:19]=3[CH:51]=2)=[CH:11][CH:10]=1)[CH2:2][CH2:3][CH3:4].ClC1C=CC=C(C(OO)=[O:60])C=1.S([O-])([O-])(=O)=S.[Na+].[Na+]. (4) Reactant: C[O:2][C:3]([C@H:5]1[CH2:8][C@@H:7]([N:9]2[C:13]3[N:14]=[CH:15][N:16]=[C:17]([Cl:18])[C:12]=3[C:11]([I:19])=[CH:10]2)[CH2:6]1)=O.C(=O)=O.CC(C)=O.CC(C[AlH]CC(C)C)C. Product: [Cl:18][C:17]1[C:12]2[C:11]([I:19])=[CH:10][N:9]([C@@H:7]3[CH2:6][C@H:5]([CH2:3][OH:2])[CH2:8]3)[C:13]=2[N:14]=[CH:15][N:16]=1. The catalyst class is: 2.